Task: Predict the product of the given reaction.. Dataset: Forward reaction prediction with 1.9M reactions from USPTO patents (1976-2016) (1) Given the reactants [CH3:1][N:2]([S:15]([C:18]1[S:19][CH:20]=[CH:21][CH:22]=1)(=[O:17])=[O:16])[C:3]1[CH:4]=[CH:5][CH:6]=[C:7]2[C:11]=1[NH:10][C:9]([C:12](=[S:14])[NH2:13])=[CH:8]2.[K].[OH-:24].[Na+].Cl.[O:27]1[CH2:31][CH2:30][CH2:29]C1, predict the reaction product. The product is: [CH3:1][N:2]([S:15]([C:18]1[S:19][CH:20]=[CH:21][CH:22]=1)(=[O:17])=[O:16])[C:3]1[CH:4]=[CH:5][CH:6]=[C:7]2[C:11]=1[NH:10][C:9]([C:12]1[S:14][C:30]([C:31]([OH:27])=[O:24])=[CH:29][N:13]=1)=[CH:8]2. (2) Given the reactants ClC(OC(Cl)C)=O.[C:8]([C:12]1[CH:17]=[CH:16][C:15]([NH:18][C:19]2[C:20]3[CH2:30][CH2:29][N:28](CC4C=CC=CC=4)[CH2:27][C:21]=3[N:22]=[C:23]([S:25][CH3:26])[N:24]=2)=[CH:14][CH:13]=1)([CH3:11])([CH3:10])[CH3:9].C(N(C(C)C)CC)(C)C, predict the reaction product. The product is: [C:8]([C:12]1[CH:17]=[CH:16][C:15]([NH:18][C:19]2[C:20]3[CH2:30][CH2:29][NH:28][CH2:27][C:21]=3[N:22]=[C:23]([S:25][CH3:26])[N:24]=2)=[CH:14][CH:13]=1)([CH3:11])([CH3:9])[CH3:10]. (3) Given the reactants [F:1][C:2]([F:18])([F:17])[C:3]1[CH:8]=[CH:7][C:6]([C:9]2[CH:10]=[C:11]([CH:14]=[CH:15][CH:16]=2)[CH2:12]Cl)=[CH:5][CH:4]=1.[OH:19][C:20]1[CH:25]=[CH:24][C:23]([CH:26]([C:32]2[S:33][CH:34]=[CH:35][N:36]=2)[CH2:27][C:28]([O:30]C)=[O:29])=[CH:22][CH:21]=1.C([O-])([O-])=O.[Cs+].[Cs+], predict the reaction product. The product is: [F:1][C:2]([F:18])([F:17])[C:3]1[CH:8]=[CH:7][C:6]([C:9]2[CH:16]=[CH:15][CH:14]=[C:11]([CH2:12][O:19][C:20]3[CH:25]=[CH:24][C:23]([CH:26]([C:32]4[S:33][CH:34]=[CH:35][N:36]=4)[CH2:27][C:28]([OH:30])=[O:29])=[CH:22][CH:21]=3)[CH:10]=2)=[CH:5][CH:4]=1. (4) The product is: [Cl:25][C:26]1[CH:31]=[CH:30][C:29]([CH2:32][S:33]([NH:36][C:22]([CH:20]2[CH2:19][N:18]([C:4]3[C:3]([C:1]#[N:2])=[CH:8][C:7]([C:9]([O:11][CH2:12][CH3:13])=[O:10])=[C:6]([C:14]([F:16])([F:17])[F:15])[N:5]=3)[CH2:21]2)=[O:24])(=[O:35])=[O:34])=[C:28]([F:37])[CH:27]=1. Given the reactants [C:1]([C:3]1[C:4]([N:18]2[CH2:21][CH:20]([C:22]([OH:24])=O)[CH2:19]2)=[N:5][C:6]([C:14]([F:17])([F:16])[F:15])=[C:7]([C:9]([O:11][CH2:12][CH3:13])=[O:10])[CH:8]=1)#[N:2].[Cl:25][C:26]1[CH:31]=[CH:30][C:29]([CH2:32][S:33]([NH2:36])(=[O:35])=[O:34])=[C:28]([F:37])[CH:27]=1, predict the reaction product. (5) Given the reactants [Cl:1][C:2]1[CH:3]=[C:4]([CH:27]=[CH:28][C:29]=1[Cl:30])[O:5][CH2:6][CH:7]1[C:12]2([C:13]3[CH:18]=[CH:17][C:16](Br)=[CH:15][CH:14]=3)[CH:8]1[CH2:9][N:10]([C:20]([O:22][C:23]([CH3:26])([CH3:25])[CH3:24])=[O:21])[CH2:11]2.[NH:31]1[CH2:35][CH2:34][CH2:33][C:32]1=[O:36], predict the reaction product. The product is: [Cl:1][C:2]1[CH:3]=[C:4]([CH:27]=[CH:28][C:29]=1[Cl:30])[O:5][CH2:6][CH:7]1[C:12]2([C:13]3[CH:18]=[CH:17][C:16]([N:31]4[CH2:35][CH2:34][CH2:33][C:32]4=[O:36])=[CH:15][CH:14]=3)[CH:8]1[CH2:9][N:10]([C:20]([O:22][C:23]([CH3:26])([CH3:25])[CH3:24])=[O:21])[CH2:11]2. (6) Given the reactants [CH3:1][O:2][C:3]1[CH:4]=[C:5]2[O:9][C:8]([C:10]3[N:11]=[C:12]4[N:16]([CH:17]=3)[N:15]=[C:14]([O:18][CH3:19])[S:13]4)=[CH:7][C:6]2=[C:20]([OH:22])[CH:21]=1.[Si:23]([O:30][CH2:31][C:32]1[N:33]=[C:34]([C:38]2[CH:39]=[C:40]([CH2:44]O)[CH:41]=[CH:42][CH:43]=2)[S:35][C:36]=1[CH3:37])([C:26]([CH3:29])([CH3:28])[CH3:27])([CH3:25])[CH3:24].C(P(CCCC)CCCC)CCC.N(/C(N1CCCCC1)=O)=N\C(N1CCCCC1)=O, predict the reaction product. The product is: [Si:23]([O:30][CH2:31][C:32]1[N:33]=[C:34]([C:38]2[CH:39]=[C:40]([CH:41]=[CH:42][CH:43]=2)[CH2:44][O:22][C:20]2[C:6]3[CH:7]=[C:8]([C:10]4[N:11]=[C:12]5[N:16]([CH:17]=4)[N:15]=[C:14]([O:18][CH3:19])[S:13]5)[O:9][C:5]=3[CH:4]=[C:3]([O:2][CH3:1])[CH:21]=2)[S:35][C:36]=1[CH3:37])([C:26]([CH3:29])([CH3:27])[CH3:28])([CH3:24])[CH3:25]. (7) Given the reactants [Cl:1][C:2]1[N:3]=[C:4]2[C:9](=[CH:10][CH:11]=1)[N:8]=[CH:7][C:6]([C:12](OCC)=[O:13])=[C:5]2[NH:17][C:18]1[CH:23]=[CH:22][C:21]([C:24]([C:27]#[N:28])([CH3:26])[CH3:25])=[CH:20][CH:19]=1.C(O)C.[BH4-].[Na+], predict the reaction product. The product is: [Cl:1][C:2]1[N:3]=[C:4]2[C:9](=[CH:10][CH:11]=1)[N:8]=[CH:7][C:6]([CH2:12][OH:13])=[C:5]2[NH:17][C:18]1[CH:23]=[CH:22][C:21]([C:24]([CH3:26])([CH3:25])[C:27]#[N:28])=[CH:20][CH:19]=1. (8) Given the reactants [CH3:1][O:2][C:3]1[CH:47]=[CH:46][C:6]([CH2:7][N:8]([CH2:37][C:38]2[CH:43]=[CH:42][C:41]([O:44][CH3:45])=[CH:40][CH:39]=2)[C:9]2[N:14]=[C:13]([CH3:15])[N:12]=[C:11]([C:16]3[CH:17]=[C:18]([CH2:23][N:24]4[CH2:29][CH2:28][N:27](C(OC(C)(C)C)=O)[CH2:26][CH2:25]4)[CH:19]=[N:20][C:21]=3[F:22])[N:10]=2)=[CH:5][CH:4]=1.FC(F)(F)C(O)=O.C(=O)([O-])[O-].[Na+].[Na+].[CH3:61][S:62](Cl)(=[O:64])=[O:63], predict the reaction product. The product is: [F:22][C:21]1[C:16]([C:11]2[N:12]=[C:13]([CH3:15])[N:14]=[C:9]([N:8]([CH2:37][C:38]3[CH:43]=[CH:42][C:41]([O:44][CH3:45])=[CH:40][CH:39]=3)[CH2:7][C:6]3[CH:46]=[CH:47][C:3]([O:2][CH3:1])=[CH:4][CH:5]=3)[N:10]=2)=[CH:17][C:18]([CH2:23][N:24]2[CH2:29][CH2:28][N:27]([S:62]([CH3:61])(=[O:64])=[O:63])[CH2:26][CH2:25]2)=[CH:19][N:20]=1. (9) Given the reactants [C:1]1([C:7]#[CH:8])[CH:6]=[CH:5][CH:4]=[CH:3][CH:2]=1.C(N(CC)CC)C.[F:16][C:17]1[CH:18]=[C:19](OS(C(F)(F)F)(=O)=O)[CH:20]=[N:21][CH:22]=1, predict the reaction product. The product is: [F:16][C:17]1[CH:22]=[N:21][CH:20]=[C:19]([C:8]#[C:7][C:1]2[CH:6]=[CH:5][CH:4]=[CH:3][CH:2]=2)[CH:18]=1. (10) Given the reactants CO[C:3]1([C:8]2[CH:13]=[CH:12][C:11]([S:14][CH3:15])=[CH:10][CH:9]=2)[C:5]([CH3:7])([CH3:6])[O:4]1.[CH:16]([NH:19][CH3:20])([CH3:18])[CH3:17].CSC1C=CC(C(C2(N3CCCC3)CCCCC2)=O)=CC=1, predict the reaction product. The product is: [CH:16]([N:19]([CH3:20])[C:5]([CH3:7])([CH3:6])[C:3]([C:8]1[CH:13]=[CH:12][C:11]([S:14][CH3:15])=[CH:10][CH:9]=1)=[O:4])([CH3:18])[CH3:17].